Dataset: Forward reaction prediction with 1.9M reactions from USPTO patents (1976-2016). Task: Predict the product of the given reaction. (1) Given the reactants [N+:1]([C:4]1[CH:5]=[CH:6][C:7]([O:10][C:11]2[CH:12]=[C:13]3[C:18](=[CH:19][CH:20]=2)[O:17][CH:16]([C:21]2[CH:26]=[CH:25][CH:24]=[CH:23][CH:22]=2)[CH2:15][CH2:14]3)=[N:8][CH:9]=1)([O-:3])=[O:2].[CH3:27]C1CC2C(=CC=C(O)C=2)OC1C1C=CC=CC=1, predict the reaction product. The product is: [CH3:27][CH:15]1[CH2:14][C:13]2[C:18](=[CH:19][CH:20]=[C:11]([O:10][C:7]3[CH:6]=[CH:5][C:4]([N+:1]([O-:3])=[O:2])=[CH:9][N:8]=3)[CH:12]=2)[O:17][CH:16]1[C:21]1[CH:22]=[CH:23][CH:24]=[CH:25][CH:26]=1. (2) The product is: [F:55][C:54]([F:57])([F:56])[C:52]([OH:58])=[O:53].[F:51][C:2]([F:1])([F:50])[C:3]1[CH:4]=[CH:5][C:6]([C:9]2[NH:13][C:12]([N:22]3[CH2:23][CH2:24][N:25]([C:28]4[C:33]([C:34]([F:37])([F:36])[F:35])=[CH:32][CH:31]=[CH:30][N:29]=4)[CH2:26][CH2:27]3)=[N:11][C:10]=2[C:38]([NH:40][C:41]2[CH:42]=[C:43]([F:49])[C:44]([F:48])=[C:45]([F:47])[CH:46]=2)=[O:39])=[CH:7][CH:8]=1. Given the reactants [F:1][C:2]([F:51])([F:50])[C:3]1[CH:8]=[CH:7][C:6]([C:9]2[N:13](COCC[Si](C)(C)C)[C:12]([N:22]3[CH2:27][CH2:26][N:25]([C:28]4[C:33]([C:34]([F:37])([F:36])[F:35])=[CH:32][CH:31]=[CH:30][N:29]=4)[CH2:24][CH2:23]3)=[N:11][C:10]=2[C:38]([NH:40][C:41]2[CH:46]=[C:45]([F:47])[C:44]([F:48])=[C:43]([F:49])[CH:42]=2)=[O:39])=[CH:5][CH:4]=1.[C:52]([OH:58])([C:54]([F:57])([F:56])[F:55])=[O:53], predict the reaction product. (3) The product is: [Cl:1][C:2]1[C:3]2[CH:14]=[CH:13][C:12](=[O:15])[N:11]([C:16]3[C:21]([F:22])=[CH:20][CH:19]=[CH:18][C:17]=3[F:23])[C:4]=2[N:5]=[C:6]([NH:30][CH2:29][CH2:28][CH2:27][N:26]([CH2:31][CH3:32])[CH2:24][CH3:25])[N:7]=1. Given the reactants [Cl:1][C:2]1[C:3]2[CH:14]=[CH:13][C:12](=[O:15])[N:11]([C:16]3[C:21]([F:22])=[CH:20][CH:19]=[CH:18][C:17]=3[F:23])[C:4]=2[N:5]=[C:6](S(C)=O)[N:7]=1.[CH2:24]([N:26]([CH2:31][CH3:32])[CH2:27][CH2:28][CH2:29][NH2:30])[CH3:25].C(N(CC)CC)C, predict the reaction product. (4) Given the reactants [CH:1]([C:4]1[CH:11]=[CH:10][C:7]([CH:8]=O)=[CH:6][CH:5]=1)([CH3:3])[CH3:2].[CH3:12][O:13][CH:14]([O:17][CH3:18])[CH2:15][NH2:16].O, predict the reaction product. The product is: [CH:1]([C:4]1[CH:11]=[CH:10][C:7]([CH:8]=[N:16][CH2:15][CH:14]([O:17][CH3:18])[O:13][CH3:12])=[CH:6][CH:5]=1)([CH3:3])[CH3:2]. (5) Given the reactants [OH:1][CH2:2][CH:3]1[O:8][CH2:7][C:6]([CH3:10])([CH3:9])[N:5]([C:11]([O:13][C:14]([CH3:17])([CH3:16])[CH3:15])=[O:12])[CH2:4]1.CC(OI1(OC(C)=O)(OC(C)=O)OC(=O)C2C=CC=CC1=2)=O.C(=O)(O)[O-].[Na+], predict the reaction product. The product is: [CH:2]([CH:3]1[O:8][CH2:7][C:6]([CH3:10])([CH3:9])[N:5]([C:11]([O:13][C:14]([CH3:17])([CH3:16])[CH3:15])=[O:12])[CH2:4]1)=[O:1].